From a dataset of Forward reaction prediction with 1.9M reactions from USPTO patents (1976-2016). Predict the product of the given reaction. (1) Given the reactants [C:1]([O:5][C:6]([NH:8][C@H:9]([CH2:13][C:14]1[CH:19]=[CH:18][C:17]([O:20][CH3:21])=[CH:16][CH:15]=1)[C:10]([OH:12])=O)=[O:7])([CH3:4])([CH3:3])[CH3:2].C(N(CC)CC)C.Cl.[CH2:30]([O:37][C:38](=[O:48])[CH2:39][NH:40][CH2:41][C:42]1[CH:47]=[CH:46][CH:45]=[CH:44][CH:43]=1)[C:31]1[CH:36]=[CH:35][CH:34]=[CH:33][CH:32]=1.[I-].ClC1C=CC=C[N+]=1C, predict the reaction product. The product is: [CH2:41]([N:40]([CH2:39][C:38]([O:37][CH2:30][C:31]1[CH:36]=[CH:35][CH:34]=[CH:33][CH:32]=1)=[O:48])[C:10](=[O:12])[C@H:9]([NH:8][C:6]([O:5][C:1]([CH3:2])([CH3:3])[CH3:4])=[O:7])[CH2:13][C:14]1[CH:19]=[CH:18][C:17]([O:20][CH3:21])=[CH:16][CH:15]=1)[C:42]1[CH:43]=[CH:44][CH:45]=[CH:46][CH:47]=1. (2) Given the reactants C([O:8][CH2:9][CH2:10][CH2:11][CH:12]([C:21]1[C:25]([CH:26]2[CH2:28][CH2:27]2)=[C:24]([CH:29]2[CH2:32][CH:31]([CH2:33][C:34]([CH3:37])([CH3:36])[CH3:35])[CH2:30]2)[O:23][N:22]=1)[CH2:13][C:14]([O:16][C:17]([CH3:20])([CH3:19])[CH3:18])=[O:15])C1C=CC=CC=1.CO, predict the reaction product. The product is: [CH:26]1([C:25]2[C:21]([CH:12]([CH2:11][CH2:10][CH2:9][OH:8])[CH2:13][C:14]([O:16][C:17]([CH3:19])([CH3:18])[CH3:20])=[O:15])=[N:22][O:23][C:24]=2[CH:29]2[CH2:30][CH:31]([CH2:33][C:34]([CH3:37])([CH3:36])[CH3:35])[CH2:32]2)[CH2:27][CH2:28]1. (3) Given the reactants [Cl:1][C:2]1[C:7]([NH:8][C:9]2[NH:13][C:12]3[C:14]4[CH2:15][C:16]([CH3:26])([CH3:25])[O:17][C:18]=4[C:19]([C:21]([O:23]C)=O)=[CH:20][C:11]=3[N:10]=2)=[C:6]([CH3:27])[CH:5]=[CH:4][N:3]=1.[F:28][C:29]([F:38])([F:37])[C:30]1[CH:31]=[C:32]([CH:34]=[CH:35][CH:36]=1)[NH2:33].C[Al](C)C, predict the reaction product. The product is: [Cl:1][C:2]1[C:7]([NH:8][C:9]2[NH:13][C:12]3[C:14]4[CH2:15][C:16]([CH3:25])([CH3:26])[O:17][C:18]=4[C:19]([C:21]([NH:33][C:32]4[CH:34]=[CH:35][CH:36]=[C:30]([C:29]([F:28])([F:37])[F:38])[CH:31]=4)=[O:23])=[CH:20][C:11]=3[N:10]=2)=[C:6]([CH3:27])[CH:5]=[CH:4][N:3]=1. (4) Given the reactants [CH3:1][O:2][C:3]([C:5]1[CH:6]=[N:7][C:8]2[C:13]([C:14]=1[O:15][CH3:16])=[CH:12][C:11]([CH:17]=O)=[CH:10][CH:9]=2)=[O:4].[OH:19][CH2:20][C@H:21]([NH:28][C:29]1[S:30][CH2:31][C:32](=[O:34])[N:33]=1)[C:22]1[CH:27]=[CH:26][CH:25]=[CH:24][CH:23]=1, predict the reaction product. The product is: [CH3:1][O:2][C:3]([C:5]1[CH:6]=[N:7][C:8]2[C:13]([C:14]=1[O:15][CH3:16])=[CH:12][C:11](/[CH:17]=[C:31]1/[C:32](=[O:34])[N:33]=[C:29]([NH:28][C@H:21]([C:22]3[CH:23]=[CH:24][CH:25]=[CH:26][CH:27]=3)[CH2:20][OH:19])[S:30]/1)=[CH:10][CH:9]=2)=[O:4]. (5) Given the reactants [Cl:1][C:2]1[CH:3]=[C:4]([C:9](=O)[CH2:10][C:11](=O)[C:12]([F:15])([F:14])[F:13])[CH:5]=[CH:6][C:7]=1[F:8].[NH2:18][C:19]1[C:23]([C:24]#[N:25])=[C:22]([CH2:26][C:27]#[N:28])[NH:21][N:20]=1, predict the reaction product. The product is: [Cl:1][C:2]1[CH:3]=[C:4]([C:9]2[CH:10]=[C:11]([C:12]([F:15])([F:14])[F:13])[N:20]3[N:21]=[C:22]([CH2:26][C:27]#[N:28])[C:23]([C:24]#[N:25])=[C:19]3[N:18]=2)[CH:5]=[CH:6][C:7]=1[F:8]. (6) Given the reactants [CH3:1][C:2](C)([O-:4])C.[K+].C1COCC1.[Br:12][C:13]1[CH:17]=[CH:16][NH:15][N:14]=1.O1CCOS1(=O)=O.Cl, predict the reaction product. The product is: [Br:12][C:13]1[CH:17]=[CH:16][N:15]([CH2:1][CH2:2][OH:4])[N:14]=1. (7) Given the reactants C(OC(=O)[N:7]([CH2:14][CH2:15][NH:16][C:17]1[N:22]2[N:23]=[C:24]([CH3:36])[C:25]([C:26]3[C:31]([Cl:32])=[CH:30][C:29]([CH2:33][CH3:34])=[CH:28][C:27]=3[Cl:35])=[C:21]2[N:20]=[C:19]([CH3:37])[CH:18]=1)[CH:8]1[CH2:13][CH2:12][O:11][CH2:10][CH2:9]1)(C)(C)C, predict the reaction product. The product is: [ClH:32].[Cl:35][C:27]1[CH:28]=[C:29]([CH2:33][CH3:34])[CH:30]=[C:31]([Cl:32])[C:26]=1[C:25]1[C:24]([CH3:36])=[N:23][N:22]2[C:17]([NH:16][CH2:15][CH2:14][NH:7][CH:8]3[CH2:9][CH2:10][O:11][CH2:12][CH2:13]3)=[CH:18][C:19]([CH3:37])=[N:20][C:21]=12.